Predict the reactants needed to synthesize the given product. From a dataset of Full USPTO retrosynthesis dataset with 1.9M reactions from patents (1976-2016). (1) Given the product [CH2:22]([N:21]1[C:20]2[CH:27]=[CH:28][CH:29]=[CH:30][C:19]=2[N:18]=[C:17]1[CH2:16][N:5]1[C:4](=[O:13])[C:1]2([CH2:3][CH2:2]2)[O:8][C:7]2[CH:9]=[CH:10][CH:11]=[CH:12][C:6]1=2)[CH2:23][CH:24]([CH3:26])[CH3:25], predict the reactants needed to synthesize it. The reactants are: [C:1]12([O:8][C:7]3[CH:9]=[CH:10][CH:11]=[CH:12][C:6]=3[NH:5][C:4]1=[O:13])[CH2:3][CH2:2]2.Cl.Cl[CH2:16][C:17]1[N:21]([CH2:22][CH2:23][CH:24]([CH3:26])[CH3:25])[C:20]2[CH:27]=[CH:28][CH:29]=[CH:30][C:19]=2[N:18]=1. (2) Given the product [Cl:19][C:13]1[CH:14]=[C:15]([Cl:18])[CH:16]=[CH:17][C:12]=1[C:10]1[N:11]=[C:7]([CH2:6][C:5]2[CH:22]=[CH:23][C:2]([C:30]3[CH:29]=[CH:28][CH:27]=[C:26]([O:25][CH3:24])[CH:31]=3)=[CH:3][CH:4]=2)[N:8]([CH2:20][CH3:21])[CH:9]=1, predict the reactants needed to synthesize it. The reactants are: Br[C:2]1[CH:23]=[CH:22][C:5]([CH2:6][C:7]2[N:8]([CH2:20][CH3:21])[CH:9]=[C:10]([C:12]3[CH:17]=[CH:16][C:15]([Cl:18])=[CH:14][C:13]=3[Cl:19])[N:11]=2)=[CH:4][CH:3]=1.[CH3:24][O:25][C:26]1[CH:27]=[C:28](B(O)O)[CH:29]=[CH:30][CH:31]=1. (3) The reactants are: CN(C)/[CH:3]=[CH:4]/[C:5]([C:7]1[CH:12]=[CH:11][N:10]=[CH:9][CH:8]=1)=O.[N+]([O-])(O)=O.[CH3:18][C:19]1[CH:24]=[CH:23][C:22]([N+:25]([O-:27])=[O:26])=[CH:21][C:20]=1[NH:28][C:29]([NH2:31])=[NH:30]. Given the product [CH3:18][C:19]1[CH:24]=[CH:23][C:22]([N+:25]([O-:27])=[O:26])=[CH:21][C:20]=1[NH:28][C:29]1[N:31]=[C:5]([C:7]2[CH:12]=[CH:11][N:10]=[CH:9][CH:8]=2)[CH:4]=[CH:3][N:30]=1, predict the reactants needed to synthesize it. (4) Given the product [ClH:1].[C:14]1([C@H:13]2[C@@H:12]([C:20]3[CH:25]=[CH:24][CH:23]=[CH:22][CH:21]=3)[NH:11][C:10]([NH:26][CH2:27][C:28]3[CH:33]=[CH:32][CH:31]=[C:30]([F:34])[CH:29]=3)=[N:9]2)[CH:15]=[CH:16][CH:17]=[CH:18][CH:19]=1, predict the reactants needed to synthesize it. The reactants are: [ClH:1].C(OC([N:9]1[C@H:13]([C:14]2[CH:19]=[CH:18][CH:17]=[CH:16][CH:15]=2)[C@H:12]([C:20]2[CH:25]=[CH:24][CH:23]=[CH:22][CH:21]=2)[N:11]=[C:10]1[NH:26][CH2:27][C:28]1[CH:33]=[CH:32][CH:31]=[C:30]([F:34])[CH:29]=1)=O)(C)(C)C. (5) Given the product [CH:38]1([C:36]([C:41]2[C:49]3[C:44](=[C:45]([CH2:50][S:51]([CH3:54])(=[O:53])=[O:52])[CH:46]=[CH:47][CH:48]=3)[NH:43][CH:42]=2)([C:33]2[CH:34]=[CH:35][C:30]3[O:10][C:11]([F:14])([F:13])[O:12][C:31]=3[CH:32]=2)[CH3:37])[CH2:40][CH2:39]1, predict the reactants needed to synthesize it. The reactants are: C1(C(C2C3C(=C(CSC)C=CC=3)NC=2)(C2C=CC3[O:10][C:11]([F:14])([F:13])[O:12]C=3C=2)C)CC1.Cl[C:30]1[CH:35]=[CH:34][C:33]([C:36]([C:41]2[C:49]3[C:44](=[C:45]([CH2:50][S:51]([CH3:54])(=[O:53])=[O:52])[CH:46]=[CH:47][CH:48]=3)[NH:43][CH:42]=2)([CH:38]2[CH2:40][CH2:39]2)[CH3:37])=[CH:32][CH:31]=1. (6) Given the product [S:11]1[CH:12]=[CH:13][N:14]=[C:10]1[C:8]1[C:7]2[C:2](=[N:3][CH:4]=[CH:5][CH:6]=2)[NH:16][N:15]=1, predict the reactants needed to synthesize it. The reactants are: Cl[C:2]1[C:7]([C:8]([C:10]2[S:11][CH:12]=[CH:13][N:14]=2)=O)=[CH:6][CH:5]=[CH:4][N:3]=1.[NH2:15][NH2:16]. (7) Given the product [NH:57]1[C:56]([C:52]2[CH:51]=[C:50]3[C:55](=[CH:54][CH:53]=2)[NH:47][N:48]=[C:49]3[C:80]2[CH:81]=[CH:82][CH:83]=[C:84]([O:28][CH2:27][CH2:26][N:23]3[CH2:24][CH2:25][O:20][CH2:21][CH2:22]3)[CH:85]=2)=[N:60][CH:59]=[N:58]1, predict the reactants needed to synthesize it. The reactants are: C1(P(C2C=CC=CC=2)C2C=CC=CC=2)C=CC=CC=1.[O:20]1[CH2:25][CH2:24][N:23]([CH2:26][CH2:27][OH:28])[CH2:22][CH2:21]1.CCOC(/N=N/C(OCC)=O)=O.O1CCCCC1[N:47]1[C:55]2[C:50](=[CH:51][C:52]([C:56]3[N:60]=[CH:59][N:58](C(C4C=CC=CC=4)(C4C=CC=CC=4)C4C=CC=CC=4)[N:57]=3)=[CH:53][CH:54]=2)[C:49]([C:80]2[CH:81]=[C:82](O)[CH:83]=[CH:84][CH:85]=2)=[N:48]1.Cl.